This data is from Full USPTO retrosynthesis dataset with 1.9M reactions from patents (1976-2016). The task is: Predict the reactants needed to synthesize the given product. (1) Given the product [ClH:30].[CH3:1][NH:2][CH:10]([C:12]1[CH:13]=[N:14][C:15]([O:18][CH2:19][C:20]([F:22])([F:23])[F:21])=[CH:16][CH:17]=1)[CH3:11], predict the reactants needed to synthesize it. The reactants are: [CH3:1][N:2]([CH:10]([C:12]1[CH:13]=[N:14][C:15]([O:18][CH2:19][C:20]([F:23])([F:22])[F:21])=[CH:16][CH:17]=1)[CH3:11])C(=O)OC(C)(C)C.C(OC(=O)C)C.[ClH:30]. (2) The reactants are: [CH3:1][O:2][C:3]1[CH:8]=[CH:7][C:6]([C:9]2[S:13][C:12]([NH:14][C:15]3[CH:20]=[CH:19][C:18]([O:21][CH2:22][CH2:23][N:24]4[CH2:28]CC[CH2:25]4)=[CH:17][CH:16]=3)=[N:11][CH:10]=2)=[CH:5][CH:4]=1.CN(C)CCOC1C=CC(NC(N)=S)=CC=1. Given the product [CH3:25][N:24]([CH3:28])[CH2:23][CH2:22][O:21][C:18]1[CH:17]=[CH:16][C:15]([NH:14][C:12]2[S:13][C:9]([C:6]3[CH:7]=[CH:8][C:3]([O:2][CH3:1])=[CH:4][CH:5]=3)=[CH:10][N:11]=2)=[CH:20][CH:19]=1, predict the reactants needed to synthesize it. (3) Given the product [Cl:1][C:2]([F:36])([F:37])[C:3]1[N:7]2[C:8]3[CH:31]=[CH:30][C:29]([C:32]([F:35])([F:34])[F:33])=[CH:28][C:9]=3[C@@H:10]([C:19]3[CH:24]=[CH:23][CH:22]=[C:21]([O:25][CH3:26])[C:20]=3[CH3:27])[O:11][C@H:12]([CH2:13][C:14]([O:16][CH2:17][CH3:18])=[O:15])[C:6]2=[N:5][N:4]=1.[Cl:1][C:2]([F:36])([F:37])[C:3]1[N:7]2[C:8]3[CH:31]=[CH:30][C:29]([C:32]([F:35])([F:34])[F:33])=[CH:28][C:9]=3[C@H:10]([C:19]3[CH:24]=[CH:23][CH:22]=[C:21]([O:25][CH3:26])[C:20]=3[CH3:27])[O:11][C@@H:12]([CH2:13][C:14]([O:16][CH2:17][CH3:18])=[O:15])[C:6]2=[N:5][N:4]=1, predict the reactants needed to synthesize it. The reactants are: [Cl:1][C:2]([F:37])([F:36])[C:3]1[N:7]2[C:8]3[CH:31]=[CH:30][C:29]([C:32]([F:35])([F:34])[F:33])=[CH:28][C:9]=3[C@@H:10]([C:19]3[CH:24]=[CH:23][CH:22]=[C:21]([O:25][CH3:26])[C:20]=3[CH3:27])[O:11][C@H:12]([CH2:13][C:14]([O:16][CH2:17][CH3:18])=[O:15])[C:6]2=[N:5][N:4]=1.CCCCCC.